Dataset: Forward reaction prediction with 1.9M reactions from USPTO patents (1976-2016). Task: Predict the product of the given reaction. (1) Given the reactants [O:1]=[C:2]1[C:10]2[C:5](=[CH:6][CH:7]=[CH:8][CH:9]=2)[C:4](=[O:11])[N:3]1[CH2:12][CH:13]=O.Cl.[NH2:16][CH2:17][CH2:18][SH:19].C([O-])(=O)C.[K+].C([O-])(O)=O.[Na+], predict the reaction product. The product is: [S:19]1[CH2:18][CH2:17][NH:16][CH:13]1[CH2:12][N:3]1[C:4](=[O:11])[C:5]2[C:10](=[CH:9][CH:8]=[CH:7][CH:6]=2)[C:2]1=[O:1]. (2) Given the reactants CS(O[CH2:6][CH2:7][CH2:8][CH2:9][C:10]#[CH:11])(=O)=O.[C:12]([NH2:16])([CH3:15])([CH3:14])[CH3:13], predict the reaction product. The product is: [C:12]([NH:16][CH2:6][CH2:7][CH2:8][CH2:9][C:10]#[CH:11])([CH3:15])([CH3:14])[CH3:13]. (3) The product is: [C:43]([O:47][C:48](=[O:57])[NH:49][C:50]1[CH:55]=[C:54]([C:33]2[CH:34]=[CH:35][C:36]([O:37][CH3:38])=[C:31]([CH2:30][N:15]([CH:12]3[CH2:13][CH2:14][CH:9]([N:8]([C:1]([O:3][C:4]([CH3:7])([CH3:6])[CH3:5])=[O:2])[CH3:42])[CH2:10][CH2:11]3)[C:16]([C:18]3[S:22][C:21]4[C:23]([F:28])=[CH:24][CH:25]=[C:26]([F:27])[C:20]=4[C:19]=3[Cl:29])=[O:17])[CH:32]=2)[CH:53]=[CH:52][N:51]=1)([CH3:46])([CH3:44])[CH3:45]. Given the reactants [C:1]([N:8]([CH3:42])[CH:9]1[CH2:14][CH2:13][CH:12]([N:15]([CH2:30][C:31]2[CH:32]=[C:33](B(O)O)[CH:34]=[CH:35][C:36]=2[O:37][CH3:38])[C:16]([C:18]2[S:22][C:21]3[C:23]([F:28])=[CH:24][CH:25]=[C:26]([F:27])[C:20]=3[C:19]=2[Cl:29])=[O:17])[CH2:11][CH2:10]1)([O:3][C:4]([CH3:7])([CH3:6])[CH3:5])=[O:2].[C:43]([O:47][C:48](=[O:57])[NH:49][C:50]1[CH:55]=[C:54](Br)[CH:53]=[CH:52][N:51]=1)([CH3:46])([CH3:45])[CH3:44], predict the reaction product. (4) The product is: [CH3:1][C:2]1[N:3]([C:7]2[CH:25]=[CH:24][C:10]([CH2:11][O:12][C:13]3[CH:23]=[CH:22][C:16]([C:17]([OH:19])=[O:18])=[CH:15][CH:14]=3)=[CH:9][CH:8]=2)[CH:4]=[CH:5][N:6]=1. Given the reactants [CH3:1][C:2]1[N:3]([C:7]2[CH:25]=[CH:24][C:10]([CH2:11][O:12][C:13]3[CH:23]=[CH:22][C:16]([C:17]([O:19]CC)=[O:18])=[CH:15][CH:14]=3)=[CH:9][CH:8]=2)[CH:4]=[CH:5][N:6]=1.O.[OH-].[Li+].Cl, predict the reaction product. (5) Given the reactants Cl.[NH2:2][CH2:3][CH2:4][NH:5][C:6](=[O:13])/[CH:7]=[CH:8]/[C:9]([O:11][CH3:12])=[O:10].[C:14](O)(=[O:36])[CH2:15][CH2:16]/[CH:17]=[CH:18]\[CH2:19]/[CH:20]=[CH:21]\[CH2:22]/[CH:23]=[CH:24]\[CH2:25]/[CH:26]=[CH:27]\[CH2:28]/[CH:29]=[CH:30]\[CH2:31]/[CH:32]=[CH:33]\[CH2:34][CH3:35].CN(C(ON1N=NC2C=CC=NC1=2)=[N+](C)C)C.F[P-](F)(F)(F)(F)F.CCN(C(C)C)C(C)C, predict the reaction product. The product is: [C:14]([NH:2][CH2:3][CH2:4][NH:5][C:6](=[O:13])/[CH:7]=[CH:8]/[C:9]([O:11][CH3:12])=[O:10])(=[O:36])[CH2:15][CH2:16]/[CH:17]=[CH:18]\[CH2:19]/[CH:20]=[CH:21]\[CH2:22]/[CH:23]=[CH:24]\[CH2:25]/[CH:26]=[CH:27]\[CH2:28]/[CH:29]=[CH:30]\[CH2:31]/[CH:32]=[CH:33]\[CH2:34][CH3:35]. (6) Given the reactants [Br:1][C:2]1[C:3]([CH3:22])=[N:4][N:5]([CH2:14][CH:15]2[CH2:20][CH2:19][CH:18]([OH:21])[CH2:17][CH2:16]2)[C:6]=1[C:7]1[CH:12]=[CH:11][C:10]([F:13])=[CH:9][CH:8]=1.CC(OI1(OC(C)=O)(OC(C)=O)OC(=O)C2C1=CC=CC=2)=O, predict the reaction product. The product is: [Br:1][C:2]1[C:3]([CH3:22])=[N:4][N:5]([CH2:14][CH:15]2[CH2:20][CH2:19][C:18](=[O:21])[CH2:17][CH2:16]2)[C:6]=1[C:7]1[CH:8]=[CH:9][C:10]([F:13])=[CH:11][CH:12]=1. (7) Given the reactants [CH:1]1([NH:4][C:5]([C:7]2[CH:8]=[CH:9][C:10]([CH3:34])=[C:11]([C:13]3[CH:14]=[C:15]4[C:20](=[CH:21][CH:22]=3)[C:19](=[O:23])[N:18]([CH2:24][C:25]3[CH:30]=[CH:29][N:28]=[CH:27][CH:26]=3)[CH:17]=[C:16]4[C:31](O)=[O:32])[CH:12]=2)=[O:6])[CH2:3][CH2:2]1.[NH2:35][CH:36]1[CH2:41][CH2:40][N:39]([C:42]([O:44][C:45]([CH3:48])([CH3:47])[CH3:46])=[O:43])[CH2:38][CH2:37]1.C(N(CC)C(C)C)(C)C.CN(C(ON1N=NC2C=CC=NC1=2)=[N+](C)C)C.F[P-](F)(F)(F)(F)F, predict the reaction product. The product is: [C:45]([O:44][C:42]([N:39]1[CH2:40][CH2:41][CH:36]([NH:35][C:31]([C:16]2[C:15]3[C:20](=[CH:21][CH:22]=[C:13]([C:11]4[CH:12]=[C:7]([C:5](=[O:6])[NH:4][CH:1]5[CH2:2][CH2:3]5)[CH:8]=[CH:9][C:10]=4[CH3:34])[CH:14]=3)[C:19](=[O:23])[N:18]([CH2:24][C:25]3[CH:30]=[CH:29][N:28]=[CH:27][CH:26]=3)[CH:17]=2)=[O:32])[CH2:37][CH2:38]1)=[O:43])([CH3:48])([CH3:46])[CH3:47]. (8) Given the reactants [F:1][C:2]([F:22])([C:15]1[CH:20]=[CH:19][C:18]([F:21])=[CH:17][CH:16]=1)[C:3]1[NH:4][C:5](=O)[C:6]2[S:11][C:10]([S:12][CH3:13])=[N:9][C:7]=2[N:8]=1.P(Cl)(Cl)([Cl:25])=O, predict the reaction product. The product is: [Cl:25][C:5]1[C:6]2[S:11][C:10]([S:12][CH3:13])=[N:9][C:7]=2[N:8]=[C:3]([C:2]([F:22])([F:1])[C:15]2[CH:20]=[CH:19][C:18]([F:21])=[CH:17][CH:16]=2)[N:4]=1.